This data is from Merck oncology drug combination screen with 23,052 pairs across 39 cell lines. The task is: Regression. Given two drug SMILES strings and cell line genomic features, predict the synergy score measuring deviation from expected non-interaction effect. (1) Drug 1: N#Cc1ccc(Cn2cncc2CN2CCN(c3cccc(Cl)c3)C(=O)C2)cc1. Drug 2: Cn1cc(-c2cnn3c(N)c(Br)c(C4CCCNC4)nc23)cn1. Cell line: RPMI7951. Synergy scores: synergy=0.919. (2) Drug 1: O=P1(N(CCCl)CCCl)NCCCO1. Drug 2: COC1=C2CC(C)CC(OC)C(O)C(C)C=C(C)C(OC(N)=O)C(OC)C=CC=C(C)C(=O)NC(=CC1=O)C2=O. Cell line: UWB1289. Synergy scores: synergy=-8.10. (3) Drug 1: O=P1(N(CCCl)CCCl)NCCCO1. Drug 2: O=C(CCCCCCC(=O)Nc1ccccc1)NO. Cell line: SW620. Synergy scores: synergy=7.81. (4) Drug 1: CC(=O)OC1C(=O)C2(C)C(O)CC3OCC3(OC(C)=O)C2C(OC(=O)c2ccccc2)C2(O)CC(OC(=O)C(O)C(NC(=O)c3ccccc3)c3ccccc3)C(C)=C1C2(C)C. Drug 2: Cn1nnc2c(C(N)=O)ncn2c1=O. Cell line: UWB1289. Synergy scores: synergy=-6.41.